This data is from Full USPTO retrosynthesis dataset with 1.9M reactions from patents (1976-2016). The task is: Predict the reactants needed to synthesize the given product. Given the product [C:41]([O:45][C:46]([N:48]1[CH2:52][C@H:51]([O:53][C:54]2[CH:59]=[CH:58][C:57]([Cl:60])=[CH:56][N:55]=2)[CH2:50][C@H:49]1[C:61](=[O:62])[NH:28][C@:23]1([C:21]([NH:20][S:19]([C:14]2[CH:15]=[CH:16][CH:17]=[CH:18][C:13]=2[NH:12][CH2:11][CH2:10][CH2:9][CH2:8][CH2:7][CH2:6][CH2:5][C@H:4]([NH:31][C:32]([O:34][CH:35]2[CH2:39][CH2:38][CH2:37][CH2:36]2)=[O:33])[C:3]([O:2][CH3:1])=[O:40])(=[O:29])=[O:30])=[O:22])[CH2:25][C@H:24]1[CH:26]=[CH2:27])=[O:47])([CH3:44])([CH3:43])[CH3:42], predict the reactants needed to synthesize it. The reactants are: [CH3:1][O:2][C:3](=[O:40])[C@@H:4]([NH:31][C:32]([O:34][CH:35]1[CH2:39][CH2:38][CH2:37][CH2:36]1)=[O:33])[CH2:5][CH2:6][CH2:7][CH2:8][CH2:9][CH2:10][CH2:11][NH:12][C:13]1[CH:18]=[CH:17][CH:16]=[CH:15][C:14]=1[S:19](=[O:30])(=[O:29])[NH:20][C:21]([C@@:23]1([NH2:28])[CH2:25][C@H:24]1[CH:26]=[CH2:27])=[O:22].[C:41]([O:45][C:46]([N:48]1[CH2:52][C@H:51]([O:53][C:54]2[CH:59]=[CH:58][C:57]([Cl:60])=[CH:56][N:55]=2)[CH2:50][C@H:49]1[C:61](O)=[O:62])=[O:47])([CH3:44])([CH3:43])[CH3:42].CN(C(ON1N=NC2C=CC=NC1=2)=[N+](C)C)C.F[P-](F)(F)(F)(F)F.CCN(C(C)C)C(C)C.